The task is: Predict the reactants needed to synthesize the given product.. This data is from Full USPTO retrosynthesis dataset with 1.9M reactions from patents (1976-2016). (1) The reactants are: C(O[CH:10]([C:17]1[C:18]([CH3:31])=[N:19][N:20]([C:23]2[CH:28]=[CH:27][C:26]([C:29]#[N:30])=[CH:25][CH:24]=2)[C:21]=1[CH3:22])[C:11]1[CH:16]=[CH:15][CH:14]=[CH:13][CH:12]=1)(=O)C1C=CC=CC=1. Given the product [CH2:10]([C:17]1[C:18]([CH3:31])=[N:19][N:20]([C:23]2[CH:24]=[CH:25][C:26]([C:29]#[N:30])=[CH:27][CH:28]=2)[C:21]=1[CH3:22])[C:11]1[CH:12]=[CH:13][CH:14]=[CH:15][CH:16]=1, predict the reactants needed to synthesize it. (2) Given the product [Si:1]([O:8][CH2:9][CH2:10][NH:16][CH2:15][CH:12]1[CH2:14][CH2:13]1)([C:4]([CH3:7])([CH3:6])[CH3:5])([CH3:3])[CH3:2], predict the reactants needed to synthesize it. The reactants are: [Si:1]([O:8][CH2:9][CH:10]=O)([C:4]([CH3:7])([CH3:6])[CH3:5])([CH3:3])[CH3:2].[CH:12]1([CH2:15][NH2:16])[CH2:14][CH2:13]1.[BH4-].[Na+].[OH-].[Na+]. (3) Given the product [Cl:1][C:2]1[CH:3]=[CH:4][C:5]([N:10]2[C:14]([CH2:16][N:17]([CH3:19])[CH3:18])=[C:13]([CH3:15])[N:12]=[CH:11]2)=[C:6]([CH:9]=1)[C:7]#[N:8], predict the reactants needed to synthesize it. The reactants are: [Cl:1][C:2]1[CH:3]=[CH:4][C:5]([N:10]2[CH:14]=[C:13]([CH3:15])[N:12]=[CH:11]2)=[C:6]([CH:9]=1)[C:7]#[N:8].[CH3:16][N+:17]([CH3:19])=[CH2:18].[I-]. (4) Given the product [CH:32]1([NH:31][C:12](=[O:14])[C:11]2[CH:16]=[CH:17][C:18]([CH3:19])=[C:9]([N:4]3[CH:5]=[CH:6][N:7]=[C:2]([O:27][C:21]4[CH:26]=[CH:25][CH:24]=[CH:23][CH:22]=4)[C:3]3=[O:20])[CH:10]=2)[CH2:34][CH2:33]1, predict the reactants needed to synthesize it. The reactants are: Br[C:2]1[C:3](=[O:20])[N:4]([C:9]2[CH:10]=[C:11]([CH:16]=[CH:17][C:18]=2[CH3:19])[C:12]([O:14]C)=O)[CH:5]=[C:6](Br)[N:7]=1.[C:21]1([OH:27])[CH:26]=[CH:25][CH:24]=[CH:23][CH:22]=1.C([N:31](CC)[CH:32]([CH3:34])[CH3:33])(C)C.C1CC=CCC=1.